From a dataset of Catalyst prediction with 721,799 reactions and 888 catalyst types from USPTO. Predict which catalyst facilitates the given reaction. Reactant: [Na].[F:2][C:3]1[CH:4]=[CH:5][C:6]2[N:7]([C:9]([C:12](=[NH:14])[NH2:13])=[CH:10][N:11]=2)[CH:8]=1.[Cl:15][CH:16]([CH:22]=O)[C:17](OCC)=[O:18]. Product: [Cl:15][C:16]1[C:17]([OH:18])=[N:14][C:12]([C:9]2[N:7]3[CH:8]=[C:3]([F:2])[CH:4]=[CH:5][C:6]3=[N:11][CH:10]=2)=[N:13][CH:22]=1. The catalyst class is: 5.